Dataset: Peptide-MHC class II binding affinity with 134,281 pairs from IEDB. Task: Regression. Given a peptide amino acid sequence and an MHC pseudo amino acid sequence, predict their binding affinity value. This is MHC class II binding data. (1) The peptide sequence is KVDTRAKDPPAGTRK. The MHC is HLA-DQA10501-DQB10303 with pseudo-sequence HLA-DQA10501-DQB10303. The binding affinity (normalized) is 0. (2) The peptide sequence is TFDGRGAQVYIGNGG. The MHC is HLA-DPA10301-DPB10402 with pseudo-sequence HLA-DPA10301-DPB10402. The binding affinity (normalized) is 0. (3) The peptide sequence is AAGAQLLWQLPLLSI. The MHC is HLA-DPA10301-DPB10402 with pseudo-sequence HLA-DPA10301-DPB10402. The binding affinity (normalized) is 0.835. (4) The peptide sequence is TITVYAVTYYKEADY. The MHC is HLA-DPA10103-DPB10401 with pseudo-sequence HLA-DPA10103-DPB10401. The binding affinity (normalized) is 0.750.